This data is from Forward reaction prediction with 1.9M reactions from USPTO patents (1976-2016). The task is: Predict the product of the given reaction. (1) Given the reactants [NH2:1][C:2]1[C:10]([CH3:11])=[CH:9][CH:8]=[CH:7][C:3]=1[C:4]([OH:6])=[O:5].S(=O)(=O)(O)O.[CH3:17]O, predict the reaction product. The product is: [CH3:17][O:5][C:4](=[O:6])[C:3]1[CH:7]=[CH:8][CH:9]=[C:10]([CH3:11])[C:2]=1[NH2:1]. (2) Given the reactants NC(N)=O.[CH2:5]([O:12][CH2:13][CH2:14][NH:15][S:16]([C:19]1[C:24]([Cl:25])=[CH:23][CH:22]=[C:21]([NH2:26])[C:20]=1[OH:27])(=[O:18])=[O:17])[C:6]1[CH:11]=[CH:10][CH:9]=[CH:8][CH:7]=1.[Cl:28][C:29]1[C:34]([Cl:35])=[CH:33][CH:32]=[CH:31][C:30]=1[N:36]=[C:37]=[O:38], predict the reaction product. The product is: [CH2:5]([O:12][CH2:13][CH2:14][NH:15][S:16]([C:19]1[C:20]([OH:27])=[C:21]([NH:26][C:37]([NH:36][C:30]2[CH:31]=[CH:32][CH:33]=[C:34]([Cl:35])[C:29]=2[Cl:28])=[O:38])[CH:22]=[CH:23][C:24]=1[Cl:25])(=[O:18])=[O:17])[C:6]1[CH:7]=[CH:8][CH:9]=[CH:10][CH:11]=1.